This data is from Forward reaction prediction with 1.9M reactions from USPTO patents (1976-2016). The task is: Predict the product of the given reaction. (1) Given the reactants [F:1][C:2]([F:26])([F:25])[C:3]1[N:8]2[N:9]=[CH:10][C:11]([C:12](O)=O)=[C:7]2[N:6]=[C:5]([C:15]2[CH:20]=[CH:19][C:18]([C:21]([F:24])([F:23])[F:22])=[CH:17][CH:16]=2)[CH:4]=1.[OH:27][NH:28][C:29](=[NH:36])[C:30]1[CH:35]=[CH:34][CH:33]=[N:32][CH:31]=1, predict the reaction product. The product is: [N:32]1[CH:33]=[CH:34][CH:35]=[C:30]([C:29]2[N:36]=[C:12]([C:11]3[CH:10]=[N:9][N:8]4[C:3]([C:2]([F:26])([F:25])[F:1])=[CH:4][C:5]([C:15]5[CH:20]=[CH:19][C:18]([C:21]([F:24])([F:22])[F:23])=[CH:17][CH:16]=5)=[N:6][C:7]=34)[O:27][N:28]=2)[CH:31]=1. (2) Given the reactants [N:1]1[CH:6]=[CH:5][C:4]([NH2:7])=[CH:3][CH:2]=1.[N:8]([O-])=O.[Na+].[CH3:12][C:13]([CH2:15][C:16]([CH3:18])=[O:17])=[O:14].C([O-])(=O)C.[K+].C([O-])([O-])=O.[Na+].[Na+], predict the reaction product. The product is: [N:1]1[CH:6]=[CH:5][C:4]([N:7]=[N:8][CH:15]([C:16](=[O:17])[CH3:18])[C:13](=[O:14])[CH3:12])=[CH:3][CH:2]=1.